From a dataset of Peptide-MHC class I binding affinity with 185,985 pairs from IEDB/IMGT. Regression. Given a peptide amino acid sequence and an MHC pseudo amino acid sequence, predict their binding affinity value. This is MHC class I binding data. (1) The peptide sequence is EELRKRLRLI. The MHC is H-2-Kk with pseudo-sequence H-2-Kk. The binding affinity (normalized) is 0.751. (2) The peptide sequence is VMPPRTLLL. The MHC is HLA-B45:06 with pseudo-sequence HLA-B45:06. The binding affinity (normalized) is 0.213. (3) The peptide sequence is CTFMIITSTK. The MHC is HLA-A11:01 with pseudo-sequence HLA-A11:01. The binding affinity (normalized) is 0.351. (4) The peptide sequence is FQPQNGQYI. The MHC is HLA-C06:02 with pseudo-sequence HLA-C06:02. The binding affinity (normalized) is 0.558. (5) The peptide sequence is DANVVSSSTI. The MHC is HLA-A02:01 with pseudo-sequence HLA-A02:01. The binding affinity (normalized) is 0.